This data is from Full USPTO retrosynthesis dataset with 1.9M reactions from patents (1976-2016). The task is: Predict the reactants needed to synthesize the given product. (1) The reactants are: [Cl:1][C:2]1[CH:10]=[CH:9][C:5]([C:6]([NH2:8])=[O:7])=[CH:4][CH:3]=1.Cl[C:12]([S:14]Cl)=[O:13]. Given the product [Cl:1][C:2]1[CH:10]=[CH:9][C:5]([C:6]2[O:7][C:12](=[O:13])[S:14][N:8]=2)=[CH:4][CH:3]=1, predict the reactants needed to synthesize it. (2) Given the product [CH2:1]([O:8][C:9]1[CH:14]=[CH:13][C:12]([C:15]2[CH:19]=[C:18]([CH2:20][O:21][S:23]([CH3:22])(=[O:25])=[O:24])[O:17][N:16]=2)=[CH:11][CH:10]=1)[C:2]1[CH:7]=[CH:6][CH:5]=[CH:4][CH:3]=1, predict the reactants needed to synthesize it. The reactants are: [CH2:1]([O:8][C:9]1[CH:14]=[CH:13][C:12]([C:15]2[CH:19]=[C:18]([CH2:20][OH:21])[O:17][N:16]=2)=[CH:11][CH:10]=1)[C:2]1[CH:7]=[CH:6][CH:5]=[CH:4][CH:3]=1.[CH3:22][S:23](Cl)(=[O:25])=[O:24].C(N(CC)CC)C.O.